The task is: Regression. Given a peptide amino acid sequence and an MHC pseudo amino acid sequence, predict their binding affinity value. This is MHC class II binding data.. This data is from Peptide-MHC class II binding affinity with 134,281 pairs from IEDB. (1) The peptide sequence is RSLSNKIKQKTKQIG. The MHC is HLA-DQA10102-DQB10501 with pseudo-sequence HLA-DQA10102-DQB10501. The binding affinity (normalized) is 0. (2) The peptide sequence is LIEVNPPFGDSYIIV. The MHC is HLA-DQA10501-DQB10302 with pseudo-sequence HLA-DQA10501-DQB10302. The binding affinity (normalized) is 0.241. (3) The peptide sequence is EALIHQLKINPYVLS. The MHC is DRB1_0401 with pseudo-sequence DRB1_0401. The binding affinity (normalized) is 0.343. (4) The peptide sequence is LDKRQFELYKRTDIV. The MHC is DRB1_0301 with pseudo-sequence DRB1_0301. The binding affinity (normalized) is 0.255. (5) The peptide sequence is GEEEVQLIAAVPGKN. The MHC is DRB3_0301 with pseudo-sequence DRB3_0301. The binding affinity (normalized) is 0.455. (6) The peptide sequence is TVQGADDIKKLFDIH. The MHC is DRB1_0101 with pseudo-sequence DRB1_0101. The binding affinity (normalized) is 0.278.